This data is from Catalyst prediction with 721,799 reactions and 888 catalyst types from USPTO. The task is: Predict which catalyst facilitates the given reaction. (1) Reactant: [NH2:1][C@@H:2]1[CH2:16][C:15]2=[CH:17][N:12]([CH:13]=[N:14]2)[CH2:11][CH2:10][CH2:9][CH2:8][O:7][CH2:6][C@H:5]([CH:18]([CH3:20])[CH3:19])[NH:4][C:3]1=[O:21].[C:22](N1C=CN=C1)(N1C=CN=C1)=[O:23].[NH2:34][C@@H:35]([CH2:43][C:44]1[CH:45]=[N:46][C:47]([NH:50][C:51]([O:53][C:54]([CH3:57])([CH3:56])[CH3:55])=[O:52])=[CH:48][CH:49]=1)[C:36]([O:38][C:39]([CH3:42])([CH3:41])[CH3:40])=[O:37]. Product: [C:54]([O:53][C:51]([NH:50][C:47]1[N:46]=[CH:45][C:44]([CH2:43][C@H:35]([NH:34][C:22]([NH:1][C@@H:2]2[CH2:16][C:15]3=[CH:17][N:12]([CH:13]=[N:14]3)[CH2:11][CH2:10][CH2:9][CH2:8][O:7][CH2:6][C@H:5]([CH:18]([CH3:19])[CH3:20])[NH:4][C:3]2=[O:21])=[O:23])[C:36]([O:38][C:39]([CH3:40])([CH3:41])[CH3:42])=[O:37])=[CH:49][CH:48]=1)=[O:52])([CH3:57])([CH3:56])[CH3:55]. The catalyst class is: 3. (2) Reactant: [O:1]1[CH2:6][CH2:5][CH2:4][CH2:3][CH:2]1[O:7][CH2:8][C:9]([CH2:20][O:21][CH:22]1[CH2:27][CH2:26][CH2:25][CH2:24][O:23]1)([C:15](OCC)=[O:16])[C:10](OCC)=[O:11].[H-].[H-].[H-].[H-].[Li+].[Al+3]. Product: [O:1]1[CH2:6][CH2:5][CH2:4][CH2:3][CH:2]1[O:7][CH2:8][C:9]([CH2:20][O:21][CH:22]1[CH2:27][CH2:26][CH2:25][CH2:24][O:23]1)([CH2:10][OH:11])[CH2:15][OH:16]. The catalyst class is: 1. (3) Reactant: [CH3:1][C:2]1[C:7]([CH3:8])=[C:6]([N+:9]([O-])=O)[CH:5]=[CH:4][C:3]=1[O:12][CH3:13].[C:14](OC(=O)C)(=[O:16])[CH3:15].CCCCCC. Product: [CH3:13][O:12][C:3]1[CH:4]=[CH:5][C:6]([NH:9][C:14](=[O:16])[CH3:15])=[C:7]([CH3:8])[C:2]=1[CH3:1]. The catalyst class is: 19.